This data is from Catalyst prediction with 721,799 reactions and 888 catalyst types from USPTO. The task is: Predict which catalyst facilitates the given reaction. (1) Reactant: [CH2:1]([C@H:8]1[CH2:12][O:11][C:10](=[O:13])[NH:9]1)[C:2]1[CH:7]=[CH:6][CH:5]=[CH:4][CH:3]=1.C([Li])CCC.[C:19]1([CH2:25][CH2:26][CH2:27][CH2:28][C:29](Cl)=[O:30])[CH:24]=[CH:23][CH:22]=[CH:21][CH:20]=1.OS([O-])(=O)=O.[K+]. Product: [CH2:1]([C@H:8]1[CH2:12][O:11][C:10](=[O:13])[N:9]1[C:29](=[O:30])[CH2:28][CH2:27][CH2:26][CH2:25][C:19]1[CH:24]=[CH:23][CH:22]=[CH:21][CH:20]=1)[C:2]1[CH:3]=[CH:4][CH:5]=[CH:6][CH:7]=1. The catalyst class is: 1. (2) Reactant: [Cl:1][C:2]1[CH:3]=[N:4][C:5]([N:8]2[CH2:13][CH2:12][CH:11]([C@H:14]3[CH2:16][C@H:15]3[CH2:17][CH2:18][NH2:19])[CH2:10][CH2:9]2)=[N:6][CH:7]=1.C(=O)([O-])[O-].[Cs+].[Cs+].Br[C:27]1[CH:32]=[CH:31][C:30]([S:33]([CH3:36])(=[O:35])=[O:34])=[CH:29][N:28]=1.O. Product: [Cl:1][C:2]1[CH:3]=[N:4][C:5]([N:8]2[CH2:13][CH2:12][CH:11]([C@H:14]3[CH2:16][C@H:15]3[CH2:17][CH2:18][NH:19][C:27]3[CH:32]=[CH:31][C:30]([S:33]([CH3:36])(=[O:35])=[O:34])=[CH:29][N:28]=3)[CH2:10][CH2:9]2)=[N:6][CH:7]=1. The catalyst class is: 3. (3) Reactant: [OH:1][C@H:2]1[CH2:6][CH2:5][NH:4][C@@H:3]1[C:7]([O:9][CH3:10])=[O:8].[N:11]([O-])=[O:12].[Na+].C(O)(=O)C. Product: [OH:1][C@H:2]1[CH2:6][CH2:5][N:4]([N:11]=[O:12])[C@@H:3]1[C:7]([O:9][CH3:10])=[O:8]. The catalyst class is: 69. (4) Reactant: Cl.[CH2:2]([O:9][C:10]1[CH:11]=[C:12]([S:16]([NH:19][C:20]([C@@:22]2([NH:27][C:28]([C@H:30]3[CH2:34][CH2:33][NH:32][CH2:31]3)=[O:29])[CH2:24][C@H:23]2[CH:25]=[CH2:26])=[O:21])(=[O:18])=[O:17])[CH:13]=[CH:14][CH:15]=1)[C:3]1[CH:8]=[CH:7][CH:6]=[CH:5][CH:4]=1.Cl[CH2:36][C:37]1[C:46]2[C:41](=[CH:42][CH:43]=[CH:44][CH:45]=2)[CH:40]=[CH:39][CH:38]=1.C([O-])([O-])=O.[K+].[K+]. Product: [CH2:2]([O:9][C:10]1[CH:11]=[C:12]([S:16]([NH:19][C:20]([C@@:22]2([NH:27][C:28]([C@H:30]3[CH2:34][CH2:33][N:32]([CH2:36][C:37]4[C:46]5[C:41](=[CH:42][CH:43]=[CH:44][CH:45]=5)[CH:40]=[CH:39][CH:38]=4)[CH2:31]3)=[O:29])[CH2:24][C@H:23]2[CH:25]=[CH2:26])=[O:21])(=[O:18])=[O:17])[CH:13]=[CH:14][CH:15]=1)[C:3]1[CH:4]=[CH:5][CH:6]=[CH:7][CH:8]=1. The catalyst class is: 517. (5) Reactant: [CH3:1][C:2]1([CH3:29])[C:11]2[C:6](=[CH:7][C:8]([CH3:26])=[C:9]([C:12]3[CH:13]=[C:14](/[CH:19]=[CH:20]/[C:21]([O:23]CC)=[O:22])[CH:15]=[CH:16][C:17]=3[CH3:18])[CH:10]=2)[C:5]([CH3:28])([CH3:27])[CH2:4][CH2:3]1.[OH-].[K+].Cl. Product: [CH3:1][C:2]1([CH3:29])[C:11]2[C:6](=[CH:7][C:8]([CH3:26])=[C:9]([C:12]3[CH:13]=[C:14](/[CH:19]=[CH:20]/[C:21]([OH:23])=[O:22])[CH:15]=[CH:16][C:17]=3[CH3:18])[CH:10]=2)[C:5]([CH3:28])([CH3:27])[CH2:4][CH2:3]1. The catalyst class is: 24.